From a dataset of NCI-60 drug combinations with 297,098 pairs across 59 cell lines. Regression. Given two drug SMILES strings and cell line genomic features, predict the synergy score measuring deviation from expected non-interaction effect. (1) Cell line: HT29. Synergy scores: CSS=2.77, Synergy_ZIP=0.109, Synergy_Bliss=1.53, Synergy_Loewe=-0.947, Synergy_HSA=-0.959. Drug 2: CC1=C(N=C(N=C1N)C(CC(=O)N)NCC(C(=O)N)N)C(=O)NC(C(C2=CN=CN2)OC3C(C(C(C(O3)CO)O)O)OC4C(C(C(C(O4)CO)O)OC(=O)N)O)C(=O)NC(C)C(C(C)C(=O)NC(C(C)O)C(=O)NCCC5=NC(=CS5)C6=NC(=CS6)C(=O)NCCC[S+](C)C)O. Drug 1: CCC1(CC2CC(C3=C(CCN(C2)C1)C4=CC=CC=C4N3)(C5=C(C=C6C(=C5)C78CCN9C7C(C=CC9)(C(C(C8N6C=O)(C(=O)OC)O)OC(=O)C)CC)OC)C(=O)OC)O.OS(=O)(=O)O. (2) Drug 1: CC(CN1CC(=O)NC(=O)C1)N2CC(=O)NC(=O)C2. Drug 2: C1=NNC2=C1C(=O)NC=N2. Cell line: MOLT-4. Synergy scores: CSS=53.8, Synergy_ZIP=-4.31, Synergy_Bliss=-2.16, Synergy_Loewe=-11.3, Synergy_HSA=-0.305. (3) Drug 1: CC1C(C(CC(O1)OC2CC(CC3=C2C(=C4C(=C3O)C(=O)C5=C(C4=O)C(=CC=C5)OC)O)(C(=O)C)O)N)O.Cl. Drug 2: C1CN(P(=O)(OC1)NCCCl)CCCl. Cell line: A498. Synergy scores: CSS=7.32, Synergy_ZIP=-4.75, Synergy_Bliss=-1.64, Synergy_Loewe=-25.7, Synergy_HSA=-2.68. (4) Drug 1: C1CCC(CC1)NC(=O)N(CCCl)N=O. Drug 2: CCN(CC)CCNC(=O)C1=C(NC(=C1C)C=C2C3=C(C=CC(=C3)F)NC2=O)C. Cell line: NCI-H460. Synergy scores: CSS=5.43, Synergy_ZIP=-3.10, Synergy_Bliss=-0.0303, Synergy_Loewe=-2.07, Synergy_HSA=-2.07. (5) Drug 1: C1=NC2=C(N1)C(=S)N=CN2. Drug 2: CC12CCC3C(C1CCC2OP(=O)(O)O)CCC4=C3C=CC(=C4)OC(=O)N(CCCl)CCCl.[Na+]. Cell line: BT-549. Synergy scores: CSS=11.1, Synergy_ZIP=-7.89, Synergy_Bliss=-2.82, Synergy_Loewe=-8.33, Synergy_HSA=-1.92.